Predict the product of the given reaction. From a dataset of Forward reaction prediction with 1.9M reactions from USPTO patents (1976-2016). (1) Given the reactants C(O[C:9]1[C:17](OC)=[CH:16][C:12](C(O)=O)=[C:11]([N+:20]([O-])=O)[CH:10]=1)C1C=CC=CC=1.[Li+].[B-](CC)(CC)[CH2:25]C.[OH2:31].[CH2:32]1[CH2:36][O:35][CH2:34][CH2:33]1, predict the reaction product. The product is: [CH3:25][O:31][C:34]([CH:33]1[CH2:32][C:36]2[C:10](=[CH:9][CH:17]=[CH:16][CH:12]=2)[CH2:11][NH:20]1)=[O:35]. (2) Given the reactants [C:1]([O:5][C:6]([N:8]1[CH2:13][CH2:12][N:11]([C:14]2[N:19]=[C:18]([C:20]3[CH:25]=[CH:24][N:23]=[C:22]([N:26]([C:33]([O:35][C:36]([CH3:39])([CH3:38])[CH3:37])=[O:34])[CH:27]4[CH2:32][CH2:31][CH2:30][CH2:29][CH2:28]4)[CH:21]=3)[CH:17]=[C:16]([OH:40])[CH:15]=2)[CH2:10][CH2:9]1)=[O:7])([CH3:4])([CH3:3])[CH3:2].C(N(CC)CC)C.[F:48][C:49]([F:68])([F:67])[S:50](N(C1C=CC=CN=1)[S:50]([C:49]([F:68])([F:67])[F:48])(=[O:52])=[O:51])(=[O:52])=[O:51], predict the reaction product. The product is: [C:36]([O:35][C:33]([N:26]([CH:27]1[CH2:32][CH2:31][CH2:30][CH2:29][CH2:28]1)[C:22]1[CH:21]=[C:20]([C:18]2[CH:17]=[C:16]([O:40][S:50]([C:49]([F:68])([F:67])[F:48])(=[O:52])=[O:51])[CH:15]=[C:14]([N:11]3[CH2:12][CH2:13][N:8]([C:6]([O:5][C:1]([CH3:4])([CH3:3])[CH3:2])=[O:7])[CH2:9][CH2:10]3)[N:19]=2)[CH:25]=[CH:24][N:23]=1)=[O:34])([CH3:39])([CH3:38])[CH3:37].